This data is from Full USPTO retrosynthesis dataset with 1.9M reactions from patents (1976-2016). The task is: Predict the reactants needed to synthesize the given product. Given the product [F:10][C:4]1[CH:3]=[C:2]([B:16]([OH:21])[OH:17])[CH:7]=[CH:6][C:5]=1[S:8][CH3:9], predict the reactants needed to synthesize it. The reactants are: Br[C:2]1[CH:7]=[CH:6][C:5]([S:8][CH3:9])=[C:4]([F:10])[CH:3]=1.C([Li])CCC.[B:16](OC(C)C)([O:21]C(C)C)[O:17]C(C)C.[OH-].[K+].